Dataset: Full USPTO retrosynthesis dataset with 1.9M reactions from patents (1976-2016). Task: Predict the reactants needed to synthesize the given product. (1) Given the product [Cl:23][C:18]1[C:17]([C:13]2[CH:12]=[C:11]([N:9]3[CH:10]=[C:6]([C:4]([C:27]4[N:26]([CH3:25])[CH:30]=[CH:29][N:28]=4)=[O:5])[N:7]=[CH:8]3)[CH:16]=[CH:15][CH:14]=2)=[CH:22][CH:21]=[CH:20][N:19]=1, predict the reactants needed to synthesize it. The reactants are: CON(C)[C:4]([C:6]1[N:7]=[CH:8][N:9]([C:11]2[CH:16]=[CH:15][CH:14]=[C:13]([C:17]3[C:18]([Cl:23])=[N:19][CH:20]=[CH:21][CH:22]=3)[CH:12]=2)[CH:10]=1)=[O:5].[CH3:25][N:26]1[CH:30]=[CH:29][N:28]=[CH:27]1. (2) Given the product [CH3:43][O:44][C:45](=[O:46])[CH2:47][C@@H:29]1[CH2:28][CH2:9][C@H:8]([O:6][CH:7]2[CH2:8][CH2:9][N:10]([C:13]([O:15][CH2:16][C:17]3[CH:22]=[CH:21][CH:20]=[CH:19][CH:18]=3)=[O:14])[CH2:11][CH2:12]2)[CH2:7][CH2:12]1, predict the reactants needed to synthesize it. The reactants are: [Si](Cl)(C)(C)C.[O:6]=[C:7]1[CH2:12][CH2:11][N:10]([C:13]([O:15][CH2:16][C:17]2[CH:22]=[CH:21][CH:20]=[CH:19][CH:18]=2)=[O:14])[CH2:9][CH2:8]1.C([SiH]([CH2:28][CH3:29])CC)C.[Si](OS(C(F)(F)F)(=O)=O)(C)(C)C.C[CH2:43][O:44][C:45]([CH3:47])=[O:46]. (3) Given the product [CH3:31][CH:30]([CH2:29][CH2:28][CH2:27][CH:23]([CH3:22])[CH2:24][CH2:25][C:4](=[O:9])[C:3](=[O:10])[CH2:14][CH2:13][CH:12]([CH3:11])[CH2:16][CH2:17][CH2:18][CH:19]([CH3:21])[CH3:20])[CH3:32], predict the reactants needed to synthesize it. The reactants are: CN1CCN(C)[C:4](=[O:9])[C:3]1=[O:10].[CH3:11][CH:12]([CH2:16][CH2:17][CH2:18][CH:19]([CH3:21])[CH3:20])[CH2:13][CH2:14][Li].[CH3:22][CH:23]([CH2:27][CH2:28][CH2:29][CH:30]([CH3:32])[CH3:31])[CH2:24][CH2:25]Br.[Li].Cl.